This data is from Peptide-MHC class II binding affinity with 134,281 pairs from IEDB. The task is: Regression. Given a peptide amino acid sequence and an MHC pseudo amino acid sequence, predict their binding affinity value. This is MHC class II binding data. (1) The peptide sequence is SKGGMRNVFDEVIPT. The MHC is HLA-DPA10103-DPB10301 with pseudo-sequence HLA-DPA10103-DPB10301. The binding affinity (normalized) is 0.116. (2) The peptide sequence is AAFSRMLSLFFRQHI. The MHC is DRB1_1302 with pseudo-sequence DRB1_1302. The binding affinity (normalized) is 0.616. (3) The peptide sequence is LRTLVLAPTRVVLSE. The MHC is HLA-DQA10501-DQB10302 with pseudo-sequence HLA-DQA10501-DQB10302. The binding affinity (normalized) is 0.471.